This data is from Full USPTO retrosynthesis dataset with 1.9M reactions from patents (1976-2016). The task is: Predict the reactants needed to synthesize the given product. (1) Given the product [CH3:38][N:37]([CH3:39])[C:11]([C:9]1[N:8]([CH:14]([CH2:17][CH3:18])[CH2:15][CH3:16])[C:6]2[N:7]=[C:2]([Cl:1])[N:3]=[CH:4][C:5]=2[CH:10]=1)=[O:13], predict the reactants needed to synthesize it. The reactants are: [Cl:1][C:2]1[N:3]=[CH:4][C:5]2[CH:10]=[C:9]([C:11]([OH:13])=O)[N:8]([CH:14]([CH2:17][CH3:18])[CH2:15][CH3:16])[C:6]=2[N:7]=1.F[P-](F)(F)(F)(F)F.N1(O[P+](N(C)C)(N(C)C)[N:37]([CH3:39])[CH3:38])C2C=CC=CC=2N=N1.C(N(CC)C(C)C)(C)C.CNC. (2) Given the product [ClH:27].[ClH:27].[CH3:36][O:35][C:34]1[CH:33]=[CH:32][C:31]([C:42]2[CH:47]=[N:46][C:45]([NH:48][CH3:49])=[CH:44][CH:43]=2)=[CH:30][C:29]=1[CH2:28][N:15]([CH:12]1[CH2:13][CH2:14][CH:9]([NH:8][CH3:40])[CH2:10][CH2:11]1)[C:16]([C:18]1[S:22][C:21]2[CH:23]=[CH:24][CH:25]=[CH:26][C:20]=2[C:19]=1[Cl:27])=[O:17], predict the reactants needed to synthesize it. The reactants are: C([N:8]([CH3:40])[CH:9]1[CH2:14][CH2:13][CH:12]([N:15]([CH2:28][C:29]2[CH:30]=[C:31](B(O)O)[CH:32]=[CH:33][C:34]=2[O:35][CH3:36])[C:16]([C:18]2[S:22][C:21]3[CH:23]=[CH:24][CH:25]=[CH:26][C:20]=3[C:19]=2[Cl:27])=[O:17])[CH2:11][CH2:10]1)(OC(C)(C)C)=O.Br[C:42]1[CH:43]=[CH:44][C:45]([NH:48][CH3:49])=[N:46][CH:47]=1. (3) Given the product [Cl:20][C:17]1[CH:18]=[CH:19][C:14]([C:11]2[C:10]3[CH:21]=[CH:22][C:7]([O:6][CH2:5][CH2:4][CH2:3][CH2:2][N:25]([CH2:26][CH3:27])[CH2:23][CH3:24])=[CH:8][C:9]=3[S:13][N:12]=2)=[CH:15][CH:16]=1, predict the reactants needed to synthesize it. The reactants are: Br[CH2:2][CH2:3][CH2:4][CH2:5][O:6][C:7]1[CH:22]=[CH:21][C:10]2[C:11]([C:14]3[CH:19]=[CH:18][C:17]([Cl:20])=[CH:16][CH:15]=3)=[N:12][S:13][C:9]=2[CH:8]=1.[CH2:23]([NH:25][CH2:26][CH3:27])[CH3:24]. (4) Given the product [N:4]1[CH:5]=[CH:6][CH:7]=[C:2]([B:8]([OH:13])[OH:9])[CH:3]=1, predict the reactants needed to synthesize it. The reactants are: Br[C:2]1[CH:3]=[N:4][CH:5]=[CH:6][CH:7]=1.[B:8](OC(C)C)([O:13]C(C)C)[O:9]C(C)C.C([Li])CCC. (5) Given the product [C:31]([C:28]1([C:24]2[CH:23]=[C:22]([CH:27]=[CH:26][CH:25]=2)[C:21]([NH:20][C:14]2[CH:15]=[CH:16][C:17]([O:18][CH3:19])=[C:12]([O:11][C:6]3[N:5]=[C:4]4[S:3][C:2]([NH:1][C:44](=[O:45])[CH2:43][N:40]5[CH2:41][CH2:42][N:37]([CH3:36])[CH2:38][CH2:39]5)=[N:10][C:9]4=[CH:8][CH:7]=3)[CH:13]=2)=[O:33])[CH2:30][CH2:29]1)#[N:32], predict the reactants needed to synthesize it. The reactants are: [NH2:1][C:2]1[S:3][C:4]2[C:9]([N:10]=1)=[CH:8][CH:7]=[C:6]([O:11][C:12]1[CH:13]=[C:14]([NH:20][C:21](=[O:33])[C:22]3[CH:27]=[CH:26][CH:25]=[C:24]([C:28]4([C:31]#[N:32])[CH2:30][CH2:29]4)[CH:23]=3)[CH:15]=[CH:16][C:17]=1[O:18][CH3:19])[N:5]=2.Cl.Cl.[CH3:36][N:37]1[CH2:42][CH2:41][N:40]([CH2:43][C:44](O)=[O:45])[CH2:39][CH2:38]1.Cl.C(N=C=NCCCN(C)C)C.CO.